From a dataset of Forward reaction prediction with 1.9M reactions from USPTO patents (1976-2016). Predict the product of the given reaction. Given the reactants [CH3:1][CH2:2][C@@H:3]([C@@H:5]1[NH:29][C:27](=[O:28])[C@H:26]([CH2:30][C:31]2[CH:36]=[CH:35][C:34]([OH:37])=[CH:33][CH:32]=2)[NH:25][C:23](=[O:24])[C@@H:22]([NH2:38])[CH2:21][S:20][S:19][CH2:18][C@@H:17]([C:39]([N:41]2[C@H:45]([C:46]([NH:48][C@H:49]([C:54]([NH:56][CH2:57][C:58]([NH2:60])=[O:59])=[O:55])[CH2:50][CH:51]([CH3:53])[CH3:52])=[O:47])[CH2:44][CH2:43][CH2:42]2)=[O:40])[NH:16][C:14](=[O:15])[C@H:13]([CH2:61][C:62]([NH2:64])=[O:63])[NH:12][C:10](=[O:11])[C@H:9]([CH2:65][CH2:66][C:67]([NH2:69])=[O:68])[NH:8][C:6]1=[O:7])[CH3:4].CC(O)=O.C1C=C2C=C(C(O)=O)C(O)=C(CC3C4C(=CC=CC=4)C=C(C(O)=O)C=3O)C2=CC=1.[Na+], predict the reaction product. The product is: [CH3:1][CH2:2][C@@H:3]([C@@H:5]1[NH:29][C:27](=[O:28])[C@H:26]([CH2:30][C:31]2[CH:36]=[CH:35][C:34]([OH:37])=[CH:33][CH:32]=2)[NH:25][C:23](=[O:24])[C@@H:22]([NH2:38])[CH2:21][S:20][S:19][CH2:18][C@@H:17]([C:39]([N:41]2[C@H:45]([C:46]([NH:48][C@H:49]([C:54]([NH:56][CH2:57][C:58]([NH2:60])=[O:59])=[O:55])[CH2:50][CH:51]([CH3:53])[CH3:52])=[O:47])[CH2:44][CH2:43][CH2:42]2)=[O:40])[NH:16][C:14](=[O:15])[C@H:13]([CH2:61][C:62]([NH2:64])=[O:63])[NH:12][C:10](=[O:11])[C@H:9]([CH2:65][CH2:66][C:67]([NH2:69])=[O:68])[NH:8][C:6]1=[O:7])[CH3:4].